Task: Regression. Given two drug SMILES strings and cell line genomic features, predict the synergy score measuring deviation from expected non-interaction effect.. Dataset: NCI-60 drug combinations with 297,098 pairs across 59 cell lines Cell line: MCF7. Synergy scores: CSS=18.8, Synergy_ZIP=1.29, Synergy_Bliss=6.76, Synergy_Loewe=8.45, Synergy_HSA=8.65. Drug 1: CC12CCC(CC1=CCC3C2CCC4(C3CC=C4C5=CN=CC=C5)C)O. Drug 2: C1CCN(CC1)CCOC2=CC=C(C=C2)C(=O)C3=C(SC4=C3C=CC(=C4)O)C5=CC=C(C=C5)O.